Binary Classification. Given a drug SMILES string, predict its activity (active/inactive) in a high-throughput screening assay against a specified biological target. From a dataset of HIV replication inhibition screening data with 41,000+ compounds from the AIDS Antiviral Screen. (1) The compound is CC(=O)CNC(C)=NNc1ccc([N+](=O)[O-])cc1[N+](=O)[O-]. The result is 0 (inactive). (2) The molecule is CC(C)(C)NC1=NC(=O)NC(C(F)(F)F)(C(F)(F)F)N1. The result is 0 (inactive). (3) The drug is O=C(Nc1ccccc1)n1cc(-c2ccccn2)c(N2CCOCC2)n1. The result is 0 (inactive). (4) The drug is Cc1occc1C(=S)Nc1ccc(Cl)c(C(=O)OCC(C)C)c1. The result is 1 (active). (5) The molecule is CCCCCC(C=CC1CC(=O)CC1O[Si](C)(C)C(C)(C)C)OCOCCOC. The result is 0 (inactive). (6) The compound is O=c1onc(-c2ccccc2)c2ccccc12. The result is 0 (inactive).